From a dataset of Full USPTO retrosynthesis dataset with 1.9M reactions from patents (1976-2016). Predict the reactants needed to synthesize the given product. (1) Given the product [Cl:1][C:2]1[CH:18]=[CH:17][C:5]2[CH2:6][CH2:7][N:8]([C:11](=[O:16])[C:12]([F:15])([F:14])[F:13])[CH2:9][CH2:10][C:4]=2[C:3]=1[NH:41][CH2:40][C:39]1[CH:42]=[CH:43][C:36]([O:35][CH:33]([C:27]2[CH:32]=[CH:31][CH:30]=[CH:29][CH:28]=2)[CH3:34])=[CH:37][CH:38]=1, predict the reactants needed to synthesize it. The reactants are: [Cl:1][C:2]1[CH:18]=[CH:17][C:5]2[CH2:6][CH2:7][N:8]([C:11](=[O:16])[C:12]([F:15])([F:14])[F:13])[CH2:9][CH2:10][C:4]=2[C:3]=1OS(C(F)(F)F)(=O)=O.[C:27]1([CH:33]([O:35][C:36]2[CH:43]=[CH:42][C:39]([CH2:40][NH2:41])=[CH:38][CH:37]=2)[CH3:34])[CH:32]=[CH:31][CH:30]=[CH:29][CH:28]=1. (2) Given the product [C:16]1([CH2:15][CH2:14][CH2:13][CH2:12][CH2:11][O:10][C:8](=[O:9])[NH:7][C@@H:3]2[C:4](=[O:6])[O:5][C@@H:2]2[CH3:22])[CH:21]=[CH:20][CH:19]=[CH:18][CH:17]=1, predict the reactants needed to synthesize it. The reactants are: O[C@H:2]([CH3:22])[C@H:3]([NH:7][C:8]([O:10][CH2:11][CH2:12][CH2:13][CH2:14][CH2:15][C:16]1[CH:21]=[CH:20][CH:19]=[CH:18][CH:17]=1)=[O:9])[C:4]([OH:6])=[O:5].CCN(CC)CC.CN(C(ON1N=NC2C=CC=CC1=2)=[N+](C)C)C.[B-](F)(F)(F)F. (3) Given the product [C:1]([O:5][C:6](=[O:7])[NH:8][C:9]1[CH:14]=[CH:13][C:12]([S:15][C:16]2[CH:24]=[CH:23][C:19]([C:20](=[O:22])[NH:44][CH2:43][C:42]3[CH:45]=[CH:46][CH:47]=[C:40]([CH3:39])[CH:41]=3)=[CH:18][C:17]=2[NH:25][C:26]2[C:27]3[CH:35]=[CH:34][C:33]([CH:36]([CH3:38])[CH3:37])=[N:32][C:28]=3[N:29]=[CH:30][N:31]=2)=[CH:11][CH:10]=1)([CH3:3])([CH3:2])[CH3:4], predict the reactants needed to synthesize it. The reactants are: [C:1]([O:5][C:6]([NH:8][C:9]1[CH:14]=[CH:13][C:12]([S:15][C:16]2[CH:24]=[CH:23][C:19]([C:20]([OH:22])=O)=[CH:18][C:17]=2[NH:25][C:26]2[C:27]3[CH:35]=[CH:34][C:33]([CH:36]([CH3:38])[CH3:37])=[N:32][C:28]=3[N:29]=[CH:30][N:31]=2)=[CH:11][CH:10]=1)=[O:7])([CH3:4])([CH3:3])[CH3:2].[CH3:39][C:40]1[CH:41]=[C:42]([CH:45]=[CH:46][CH:47]=1)[CH2:43][NH2:44]. (4) Given the product [Br:1][C:2]1[CH:8]=[CH:7][C:5]([NH:6][Si:15]([CH3:25])([CH3:26])[CH:16]2[C:20]([CH3:21])=[C:19]([CH3:22])[C:18]([CH3:23])=[C:17]2[CH3:24])=[CH:4][CH:3]=1, predict the reactants needed to synthesize it. The reactants are: [Br:1][C:2]1[CH:8]=[CH:7][C:5]([NH2:6])=[CH:4][CH:3]=1.[Li]CCCC.Cl[Si:15]([CH3:26])([CH3:25])[CH:16]1[C:20]([CH3:21])=[C:19]([CH3:22])[C:18]([CH3:23])=[C:17]1[CH3:24]. (5) Given the product [CH3:23][C:15]1[CH:16]=[C:17]([CH:20]=[C:21]([CH3:22])[C:14]=1[O:13][CH2:2][C:3]1[CH:8]=[CH:7][C:6]([C:9]([F:12])([F:11])[F:10])=[CH:5][CH:4]=1)[CH:18]=[O:19], predict the reactants needed to synthesize it. The reactants are: Br[CH2:2][C:3]1[CH:8]=[CH:7][C:6]([C:9]([F:12])([F:11])[F:10])=[CH:5][CH:4]=1.[OH:13][C:14]1[C:21]([CH3:22])=[CH:20][C:17]([CH:18]=[O:19])=[CH:16][C:15]=1[CH3:23].C([O-])([O-])=O.[K+].[K+]. (6) Given the product [CH2:1]([O:8][C:9]1[CH:10]=[C:11]([CH2:17][OH:18])[CH:12]=[C:13]([CH2:15][O:16][Si:30]([C:26]([CH3:29])([CH3:28])[CH3:27])([C:37]2[CH:38]=[CH:39][CH:40]=[CH:41][CH:42]=2)[C:31]2[CH:36]=[CH:35][CH:34]=[CH:33][CH:32]=2)[CH:14]=1)[C:2]1[CH:7]=[CH:6][CH:5]=[CH:4][CH:3]=1, predict the reactants needed to synthesize it. The reactants are: [CH2:1]([O:8][C:9]1[CH:10]=[C:11]([CH2:17][OH:18])[CH:12]=[C:13]([CH2:15][OH:16])[CH:14]=1)[C:2]1[CH:7]=[CH:6][CH:5]=[CH:4][CH:3]=1.C(N(CC)CC)C.[C:26]([Si:30](Cl)([C:37]1[CH:42]=[CH:41][CH:40]=[CH:39][CH:38]=1)[C:31]1[CH:36]=[CH:35][CH:34]=[CH:33][CH:32]=1)([CH3:29])([CH3:28])[CH3:27].C(=O)([O-])O.[Na+]. (7) Given the product [ClH:51].[CH3:8][C:4]1[CH:5]=[CH:6][CH:7]=[C:2]([CH3:1])[C:3]=1[CH2:9][NH:10][C:11]1[C:12]2[N:13]([C:26]([CH3:30])=[C:27]([CH3:29])[N:28]=2)[CH:14]=[C:15]([N:32]2[C:33](=[O:37])[CH:34]=[CH:35][CH:36]=[N:31]2)[CH:16]=1, predict the reactants needed to synthesize it. The reactants are: [CH3:1][C:2]1[CH:7]=[CH:6][CH:5]=[C:4]([CH3:8])[C:3]=1[CH2:9][NH:10][C:11]1[C:12]2[N:13]([C:26]([CH3:30])=[C:27]([CH3:29])[N:28]=2)[CH:14]=[C:15](B2OC(C)(C)C(C)(C)O2)[CH:16]=1.[N:31]1[NH:32][C:33](=[O:37])[CH:34]=[CH:35][CH:36]=1.N1C=CC=CC=1.C(N(CC)CC)C.[Cl:51]CCl. (8) Given the product [Cl:1][C:2]1[CH:3]=[CH:4][CH:5]=[C:6]2[C:7]=1[C:8](=[O:10])[NH:19][C:16]([CH:15]([O:20][CH2:21][CH3:22])[O:14][CH2:12][CH3:13])=[N:11]2, predict the reactants needed to synthesize it. The reactants are: [Cl:1][C:2]1[CH:3]=[CH:4][CH:5]=[C:6]([NH2:11])[C:7]=1[C:8]([OH:10])=O.[CH2:12]([O:14][CH:15]([O:20][CH2:21][CH3:22])[C:16](=[NH:19])OC)[CH3:13].